From a dataset of NCI-60 drug combinations with 297,098 pairs across 59 cell lines. Regression. Given two drug SMILES strings and cell line genomic features, predict the synergy score measuring deviation from expected non-interaction effect. Drug 1: CC1OCC2C(O1)C(C(C(O2)OC3C4COC(=O)C4C(C5=CC6=C(C=C35)OCO6)C7=CC(=C(C(=C7)OC)O)OC)O)O. Drug 2: C1CN(P(=O)(OC1)NCCCl)CCCl. Cell line: SK-MEL-28. Synergy scores: CSS=8.37, Synergy_ZIP=-6.15, Synergy_Bliss=-0.842, Synergy_Loewe=-5.09, Synergy_HSA=-1.49.